The task is: Predict the reactants needed to synthesize the given product.. This data is from Full USPTO retrosynthesis dataset with 1.9M reactions from patents (1976-2016). (1) Given the product [Cl:1][C:2]1[C:7]([CH:8]([CH2:10][CH:11]=[O:12])[CH3:9])=[CH:6][C:5]([C:13]#[N:14])=[CH:4][C:3]=1[NH:15][C:16]1[N:21]=[C:20]([N:22]([CH:32]2[CH2:34][CH2:33]2)[CH2:23][C:24]2[CH:29]=[CH:28][C:27]([O:30][CH3:31])=[CH:26][CH:25]=2)[C:19]2=[N:35][CH:36]=[C:37]([C:38]#[N:39])[N:18]2[N:17]=1, predict the reactants needed to synthesize it. The reactants are: [Cl:1][C:2]1[C:7]([CH:8]([CH2:10][CH2:11][OH:12])[CH3:9])=[CH:6][C:5]([C:13]#[N:14])=[CH:4][C:3]=1[NH:15][C:16]1[N:21]=[C:20]([N:22]([CH:32]2[CH2:34][CH2:33]2)[CH2:23][C:24]2[CH:29]=[CH:28][C:27]([O:30][CH3:31])=[CH:26][CH:25]=2)[C:19]2=[N:35][CH:36]=[C:37]([C:38]#[N:39])[N:18]2[N:17]=1.CC(OI1(OC(C)=O)(OC(C)=O)OC(=O)C2C=CC=CC1=2)=O. (2) Given the product [CH2:1]([O:3][C:4]1[CH:5]=[CH:6][C:7]2[N+:11]([O-:13])=[N:14][C:15]([NH2:16])=[N:9][C:8]=2[CH:10]=1)[CH3:2], predict the reactants needed to synthesize it. The reactants are: [CH2:1]([O:3][C:4]1[CH:5]=[CH:6][C:7]([N+:11]([O-:13])=O)=[C:8]([CH:10]=1)[NH2:9])[CH3:2].[N:14]#[C:15][NH2:16].[CH]Cl.[OH-].[Na+]. (3) Given the product [CH2:1]([O:3][C:4]([C:6]1([C:9]2[CH:10]=[CH:11][C:12]([C:15]3[CH:20]=[CH:19][C:18]([C:21]4[O:25][N:24]=[C:23]([CH3:26])[C:22]=4[CH2:27][C:29]4[N:30]=[N:31][N:32]([CH2:34][C:35]5[CH:40]=[CH:39][CH:38]=[CH:37][CH:36]=5)[CH:33]=4)=[CH:17][CH:16]=3)=[CH:13][CH:14]=2)[CH2:8][CH2:7]1)=[O:5])[CH3:2], predict the reactants needed to synthesize it. The reactants are: [CH2:1]([O:3][C:4]([C:6]1([C:9]2[CH:14]=[CH:13][C:12]([C:15]3[CH:20]=[CH:19][C:18]([C:21]4[O:25][N:24]=[C:23]([CH3:26])[C:22]=4[CH:27]([C:29]4[N:30]=[N:31][N:32]([CH2:34][C:35]5[CH:40]=[CH:39][CH:38]=[CH:37][CH:36]=5)[CH:33]=4)O)=[CH:17][CH:16]=3)=[CH:11][CH:10]=2)[CH2:8][CH2:7]1)=[O:5])[CH3:2].C([SiH](CC)CC)C.FC(F)(F)S(O)(=O)=O. (4) Given the product [C:28]([O:9][C:8]1[CH:7]=[CH:6][C:5]([CH:10]=[CH:11][C:12](=[O:13])[CH2:14][C:15](=[O:16])[CH:17]=[CH:18][C:19]2[CH:20]=[CH:21][C:22]([OH:23])=[C:24]([O:25][CH3:26])[CH:27]=2)=[CH:4][C:3]=1[O:2][CH3:1])(=[O:48])[CH:29]=[CH:30][CH:31]=[CH:32][CH:33]=[CH:34][CH:35]=[CH:36][CH:37]=[CH:38][CH2:39][CH2:40][CH2:41][CH2:42][CH2:43][CH2:44][CH2:45][CH2:46][CH3:47], predict the reactants needed to synthesize it. The reactants are: [CH3:1][O:2][C:3]1[C:8]([OH:9])=[CH:7][CH:6]=[C:5](/[CH:10]=[CH:11]/[C:12]([CH2:14][C:15](/[CH:17]=[CH:18]/[C:19]2[CH:27]=[C:24]([O:25][CH3:26])[C:22]([OH:23])=[CH:21][CH:20]=2)=[O:16])=[O:13])[CH:4]=1.[C:28](O)(=[O:48])/[CH:29]=[CH:30]\[CH:31]=[CH:32][CH:33]=[CH:34][CH:35]=[CH:36][CH:37]=[CH:38][CH2:39][CH2:40][CH2:41][CH2:42][CH2:43][CH2:44][CH2:45][CH2:46][CH3:47].C1(N=C=NC2CCCCC2)CCCCC1.